This data is from Forward reaction prediction with 1.9M reactions from USPTO patents (1976-2016). The task is: Predict the product of the given reaction. Given the reactants [Br:1][C:2]1[CH:3]=[C:4]2[C:9](=[CH:10][C:11]=1[F:12])[N:8]=[C:7](Cl)[C:6]([CH:14]=[O:15])=[CH:5]2.[CH3:16][O:17][C:18]1[CH:25]=[CH:24][C:21]([CH2:22][NH2:23])=[CH:20][CH:19]=1.Cl, predict the reaction product. The product is: [Br:1][C:2]1[CH:3]=[C:4]2[C:9](=[CH:10][C:11]=1[F:12])[N:8]=[C:7]([NH:23][CH2:22][C:21]1[CH:24]=[CH:25][C:18]([O:17][CH3:16])=[CH:19][CH:20]=1)[C:6]([CH:14]=[O:15])=[CH:5]2.